This data is from HIV replication inhibition screening data with 41,000+ compounds from the AIDS Antiviral Screen. The task is: Binary Classification. Given a drug SMILES string, predict its activity (active/inactive) in a high-throughput screening assay against a specified biological target. (1) The compound is N#CC(C(CCC(=O)Nc1ccc(Cl)cc1)=NNC(=O)c1cc2ccccc2cc1O)c1ccccc1. The result is 0 (inactive). (2) The drug is CCCCCCCCCCCCCc1nn[nH]n1. The result is 0 (inactive). (3) The result is 1 (active). The molecule is CC(OC(=O)NCn1cc(-c2ccccc2)nn1)c1ccccc1. (4) The molecule is CCOC(=O)C1=NN(c2ccccc2)C(=O)C1=Cn1ccc(=O)[nH]c1=S. The result is 0 (inactive). (5) The compound is CCN1CC2(OC(=O)c3ccccc3NC(C)=O)CCC(OC)C34C2CC(O)(C13)C1(O)CC(OC)C2CC4C1(O)C2OC. The result is 0 (inactive). (6) The drug is CSc1nc2c(=O)oc(-c3ccc(Cl)cc3)nc2s1. The result is 0 (inactive). (7) The molecule is S=C1C(=Nc2ccccc2)N(C2CCCCC2)C(=NC2CCCCC2)N1c1ccccc1. The result is 0 (inactive).